From a dataset of M1 muscarinic receptor agonist screen with 61,833 compounds. Binary Classification. Given a drug SMILES string, predict its activity (active/inactive) in a high-throughput screening assay against a specified biological target. (1) The molecule is O=C(NC1CCCCC1)C(N(Cc1occc1)C(=O)CC1NC(=O)NC1=O)(CC)C. The result is 0 (inactive). (2) The molecule is S(=O)(=O)(NC(C)C)c1cc2oc(=O)n(c2cc1)C. The result is 0 (inactive).